From a dataset of Forward reaction prediction with 1.9M reactions from USPTO patents (1976-2016). Predict the product of the given reaction. (1) Given the reactants [F:1][C:2]1[CH:7]=[CH:6][C:5]([C:8]2[O:9][C:10]3[CH:20]=[CH:19][C:18]([C:21]4[C:22]([CH3:32])=[CH:23][C:24]([O:30][CH3:31])=[C:25]([CH:29]=4)[C:26](O)=[O:27])=[CH:17][C:11]=3[C:12]=2[C:13](=[O:16])[NH:14][CH3:15])=[CH:4][CH:3]=1.[CH3:33][C:34]1[CH:35]=[N:36][C:37]([C:40]2([NH2:43])[CH2:42][CH2:41]2)=[N:38][CH:39]=1.C(N(CC)CC)C, predict the reaction product. The product is: [F:1][C:2]1[CH:7]=[CH:6][C:5]([C:8]2[O:9][C:10]3[CH:20]=[CH:19][C:18]([C:21]4[CH:29]=[C:25]([C:26](=[O:27])[NH:43][C:40]5([C:37]6[N:36]=[CH:35][C:34]([CH3:33])=[CH:39][N:38]=6)[CH2:42][CH2:41]5)[C:24]([O:30][CH3:31])=[CH:23][C:22]=4[CH3:32])=[CH:17][C:11]=3[C:12]=2[C:13]([NH:14][CH3:15])=[O:16])=[CH:4][CH:3]=1. (2) Given the reactants [OH:1][CH:2]1[CH2:7][CH2:6][N:5]([CH3:8])[CH2:4][CH2:3]1.C1(P(C2C=CC=CC=2)C2C=CC=CC=2)C=CC=CC=1.N(C(OC(C)C)=O)=NC(OC(C)C)=O.[CH2:42]([O:49][C:50]1[CH:77]=[CH:76][C:75](O)=[CH:74][C:51]=1[C:52]([NH:54][C:55]1[CH:67]=[C:66]([C:68]2[CH:73]=[CH:72][CH:71]=[CH:70][CH:69]=2)[CH:65]=[CH:64][C:56]=1[C:57]([O:59][C:60]([CH3:63])([CH3:62])[CH3:61])=[O:58])=[O:53])[C:43]1[CH:48]=[CH:47][CH:46]=[CH:45][CH:44]=1, predict the reaction product. The product is: [CH2:42]([O:49][C:50]1[CH:77]=[CH:76][C:75]([O:1][CH:2]2[CH2:7][CH2:6][N:5]([CH3:8])[CH2:4][CH2:3]2)=[CH:74][C:51]=1[C:52]([NH:54][C:55]1[CH:67]=[C:66]([C:68]2[CH:73]=[CH:72][CH:71]=[CH:70][CH:69]=2)[CH:65]=[CH:64][C:56]=1[C:57]([O:59][C:60]([CH3:63])([CH3:62])[CH3:61])=[O:58])=[O:53])[C:43]1[CH:44]=[CH:45][CH:46]=[CH:47][CH:48]=1. (3) Given the reactants [Cl:1][C:2]1[CH:3]=[C:4]([C:8]#[CH:9])[CH:5]=[CH:6][CH:7]=1.[CH2:10]([O:12][C:13]([N:15]1[CH2:20][CH2:19][NH:18][CH2:17][CH2:16]1)=[O:14])[CH3:11].[CH:21](=O)[CH2:22][CH3:23], predict the reaction product. The product is: [CH2:10]([O:12][C:13]([N:15]1[CH2:16][CH2:17][N:18]([CH:21]([CH2:22][CH3:23])[C:9]#[C:8][C:4]2[CH:5]=[CH:6][CH:7]=[C:2]([Cl:1])[CH:3]=2)[CH2:19][CH2:20]1)=[O:14])[CH3:11]. (4) Given the reactants Br[CH:2]([CH3:7])[C:3]([O:5][CH3:6])=[O:4].[NH2:8][CH2:9][CH2:10][NH:11][C:12]1[N:17]=[C:16]([C:18]2[S:19][C:20]([C:23]3[S:24][CH:25]=[CH:26][CH:27]=3)=[CH:21][CH:22]=2)[CH:15]=[CH:14][N:13]=1.C(N(CC)C(C)C)(C)C.O, predict the reaction product. The product is: [S:24]1[CH:25]=[CH:26][CH:27]=[C:23]1[C:20]1[S:19][C:18]([C:16]2[CH:15]=[CH:14][N:13]=[C:12]([NH:11][CH2:10][CH2:9][NH:8][CH:2]([CH3:7])[C:3]([O:5][CH3:6])=[O:4])[N:17]=2)=[CH:22][CH:21]=1. (5) The product is: [NH2:1][C:4]1[CH:5]=[CH:6][C:7]([C:13]([O:15][CH3:16])=[O:14])=[C:8]2[C:12]=1[O:11][CH2:10][CH2:9]2. Given the reactants [N+:1]([C:4]1[CH:5]=[CH:6][C:7]([C:13]([O:15][CH3:16])=[O:14])=[C:8]2[C:12]=1[O:11][CH:10]=[CH:9]2)([O-])=O, predict the reaction product. (6) Given the reactants [C:1]([O:4][CH2:5][C@@H:6]1[C@@H:11]([O:12][C:13](=[O:15])[CH3:14])[C@H:10]([O:16][C:17](=[O:19])[CH3:18])[C@@H:9]([O:20][C:21](=[O:23])[CH3:22])[C@H:8]([N:24]2[C:32]3[C:27](=[C:28]([CH3:33])[CH:29]=[CH:30][CH:31]=3)[C:26]([CH2:34][C:35]3[CH:40]=[CH:39][C:38](/[CH:41]=[CH:42]/[CH2:43][CH2:44][OH:45])=[CH:37][CH:36]=3)=[CH:25]2)[O:7]1)(=[O:3])[CH3:2].C(N(CC)CC)C.[CH3:53][S:54](Cl)(=[O:56])=[O:55], predict the reaction product. The product is: [C:1]([O:4][CH2:5][C@@H:6]1[C@@H:11]([O:12][C:13](=[O:15])[CH3:14])[C@H:10]([O:16][C:17](=[O:19])[CH3:18])[C@@H:9]([O:20][C:21](=[O:23])[CH3:22])[C@H:8]([N:24]2[C:32]3[C:27](=[C:28]([CH3:33])[CH:29]=[CH:30][CH:31]=3)[C:26]([CH2:34][C:35]3[CH:36]=[CH:37][C:38](/[CH:41]=[CH:42]/[CH2:43][CH2:44][O:45][S:54]([CH3:53])(=[O:56])=[O:55])=[CH:39][CH:40]=3)=[CH:25]2)[O:7]1)(=[O:3])[CH3:2]. (7) Given the reactants [CH:1](=O)[CH2:2][CH2:3][CH:4]=C.[C:7]([OH:13])(=[O:12])[CH2:8][C:9](O)=O.N1CCCCC1.Cl, predict the reaction product. The product is: [C:7]([OH:13])(=[O:12])/[CH:8]=[CH:9]/[CH2:4][CH2:3][CH:2]=[CH2:1]. (8) The product is: [F:1][C:2]([F:33])([F:32])[C:3]1[CH:4]=[C:5]([C@H:13]2[O:17][C:16](=[O:18])[N:15]([CH2:19][C:20]3[CH:25]=[C:24]([C:26]([F:29])([F:28])[F:27])[CH:23]=[CH:22][C:21]=3[C:42]3[CH:41]=[C:40]([N:34]4[CH2:39][CH2:38][CH2:37][CH2:36][CH2:35]4)[CH:45]=[CH:44][C:43]=3[O:50][CH3:49])[C@H:14]2[CH3:31])[CH:6]=[C:7]([C:9]([F:12])([F:11])[F:10])[CH:8]=1. Given the reactants [F:1][C:2]([F:33])([F:32])[C:3]1[CH:4]=[C:5]([C@H:13]2[O:17][C:16](=[O:18])[N:15]([CH2:19][C:20]3[CH:25]=[C:24]([C:26]([F:29])([F:28])[F:27])[CH:23]=[CH:22][C:21]=3I)[C@H:14]2[CH3:31])[CH:6]=[C:7]([C:9]([F:12])([F:11])[F:10])[CH:8]=1.[N:34]1([C:40]2[CH:41]=[C:42](B(O)O)[CH:43]=[CH:44][CH:45]=2)[CH2:39][CH2:38][CH2:37][CH2:36][CH2:35]1.[C:49](=O)([O-])[O-:50].[Na+].[Na+].CCOC(C)=O, predict the reaction product. (9) Given the reactants [Cl:1][C:2]1[CH:7]=[CH:6][C:5]([C:8]#[C:9][C:10]2[CH:17]=[CH:16][C:13]([CH:14]=O)=[CH:12][CH:11]=2)=[CH:4][CH:3]=1.[NH2:18][C:19]1[CH:31]=[CH:30][C:22]2[O:23][C:24]([CH3:29])([CH3:28])[O:25][C:26](=[O:27])[C:21]=2[CH:20]=1, predict the reaction product. The product is: [Cl:1][C:2]1[CH:7]=[CH:6][C:5]([C:8]#[C:9][C:10]2[CH:17]=[CH:16][C:13]([CH2:14][NH:18][C:19]3[CH:31]=[CH:30][C:22]4[O:23][C:24]([CH3:28])([CH3:29])[O:25][C:26](=[O:27])[C:21]=4[CH:20]=3)=[CH:12][CH:11]=2)=[CH:4][CH:3]=1.